This data is from Full USPTO retrosynthesis dataset with 1.9M reactions from patents (1976-2016). The task is: Predict the reactants needed to synthesize the given product. (1) Given the product [CH2:1]([C:3]1[N:4]=[C:5]([CH2:35][CH2:36][CH3:37])[N:6]([CH2:20][C:21]2[CH:22]=[CH:23][C:24]([C:27]3[CH:32]=[CH:31][CH:30]=[CH:29][C:28]=3[C:33]3[NH:39][C:41](=[O:44])[O:42][N:34]=3)=[CH:25][CH:26]=2)[C:7](=[O:19])[C:8]=1[C:9]1[CH:10]=[CH:11][C:12]([O:15][CH:16]([CH3:17])[CH3:18])=[CH:13][CH:14]=1)[CH3:2], predict the reactants needed to synthesize it. The reactants are: [CH2:1]([C:3]1[N:4]=[C:5]([CH2:35][CH2:36][CH3:37])[N:6]([CH2:20][C:21]2[CH:26]=[CH:25][C:24]([C:27]3[C:28]([C:33]#[N:34])=[CH:29][CH:30]=[CH:31][CH:32]=3)=[CH:23][CH:22]=2)[C:7](=[O:19])[C:8]=1[C:9]1[CH:14]=[CH:13][C:12]([O:15][CH:16]([CH3:18])[CH3:17])=[CH:11][CH:10]=1)[CH3:2].Cl.[NH2:39]O.[C:41](=[O:44])([O-])[OH:42].[Na+]. (2) Given the product [CH3:24][C:8]1[C:9]([CH2:13][S+:14]([O-:27])[C:15]2[NH:19][C:18]3[CH:20]=[CH:21][CH:22]=[CH:23][C:17]=3[N:16]=2)=[N:10][CH:11]=[CH:12][C:7]=1[O:6][CH2:5][CH2:4][CH2:3][O:2][CH3:1], predict the reactants needed to synthesize it. The reactants are: [CH3:1][O:2][CH2:3][CH2:4][CH2:5][O:6][C:7]1[CH:12]=[CH:11][N:10]=[C:9]([CH2:13][S:14][C:15]2[NH:19][C:18]3[CH:20]=[CH:21][CH:22]=[CH:23][C:17]=3[N:16]=2)[C:8]=1[CH3:24].[OH-].[Na+].[O-:27]S([O-])(=S)=O.[Na+].[Na+].C(O)(=O)C. (3) Given the product [NH2:16][CH2:15][C:12]1[CH:13]=[CH:14][C:9]([NH:8][C:6]([O:5][C:1]([CH3:4])([CH3:3])[CH3:2])=[O:7])=[C:10]([CH2:17][CH2:18][C:19]2[CH:20]=[C:21]([NH:25][C:26](=[O:32])[O:27][C:28]([CH3:31])([CH3:29])[CH3:30])[CH:22]=[N:23][CH:24]=2)[CH:11]=1, predict the reactants needed to synthesize it. The reactants are: [C:1]([O:5][C:6]([NH:8][C:9]1[CH:14]=[CH:13][C:12]([C:15]#[N:16])=[CH:11][C:10]=1[CH2:17][CH2:18][C:19]1[CH:20]=[C:21]([NH:25][C:26](=[O:32])[O:27][C:28]([CH3:31])([CH3:30])[CH3:29])[CH:22]=[N:23][CH:24]=1)=[O:7])([CH3:4])([CH3:3])[CH3:2].O1CCCC1.